From a dataset of Forward reaction prediction with 1.9M reactions from USPTO patents (1976-2016). Predict the product of the given reaction. (1) Given the reactants [NH:1]1[CH:5]=[C:4](B2OC(C)(C)C(C)(C)O2)[CH:3]=[N:2]1.[CH3:15][N:16]([C:26]1[CH:31]=[CH:30][C:29]([NH:32][C:33]([NH:35][C:36]2[CH:41]=[CH:40][CH:39]=[CH:38][CH:37]=2)=[O:34])=[CH:28][CH:27]=1)[S:17]([C:20]1[S:21][C:22](Br)=[CH:23][CH:24]=1)(=[O:19])=[O:18].C([O-])([O-])=O.[Na+].[Na+], predict the reaction product. The product is: [CH3:15][N:16]([C:26]1[CH:27]=[CH:28][C:29]([NH:32][C:33]([NH:35][C:36]2[CH:41]=[CH:40][CH:39]=[CH:38][CH:37]=2)=[O:34])=[CH:30][CH:31]=1)[S:17]([C:20]1[S:21][C:22]([C:4]2[CH:5]=[N:1][NH:2][CH:3]=2)=[CH:23][CH:24]=1)(=[O:19])=[O:18]. (2) Given the reactants [F:1][C:2]1[C:3]([NH:22][CH:23]2[CH2:28][CH2:27][CH2:26][N:25]([C:29](=[O:33])[CH2:30][C:31]#[N:32])[CH2:24]2)=[N:4][C:5]([NH:8][C:9]2[CH:10]=[N:11][C:12]([N:15]3[CH2:20][CH2:19][N:18]([CH3:21])[CH2:17][CH2:16]3)=[CH:13][CH:14]=2)=[N:6][CH:7]=1.[CH:34]1([CH:37]=O)[CH2:36][CH2:35]1, predict the reaction product. The product is: [CH:34]1([CH:37]=[C:30]([C:29]([N:25]2[CH2:26][CH2:27][CH2:28][CH:23]([NH:22][C:3]3[C:2]([F:1])=[CH:7][N:6]=[C:5]([NH:8][C:9]4[CH:10]=[N:11][C:12]([N:15]5[CH2:20][CH2:19][N:18]([CH3:21])[CH2:17][CH2:16]5)=[CH:13][CH:14]=4)[N:4]=3)[CH2:24]2)=[O:33])[C:31]#[N:32])[CH2:36][CH2:35]1. (3) The product is: [OH:8][CH2:7][CH:4]1[CH2:5][CH2:6][N:1]([C:9]([O:10][CH2:11][CH2:12][Si:13]([CH3:16])([CH3:15])[CH3:14])=[O:17])[CH2:2][CH2:3]1. Given the reactants [NH:1]1[CH2:6][CH2:5][CH:4]([CH2:7][OH:8])[CH2:3][CH2:2]1.[C:9](=O)([O:17]C1C=CC([N+]([O-])=O)=CC=1)[O:10][CH2:11][CH2:12][Si:13]([CH3:16])([CH3:15])[CH3:14].C(N(CC)C(C)C)(C)C, predict the reaction product. (4) Given the reactants [OH:1][CH:2]([C:7]1[C:8]([I:18])=[C:9]2[CH:16]=[CH:15][N:14]([CH3:17])[C:10]2=[N:11][C:12]=1[CH3:13])[C:3]([O:5][CH3:6])=[O:4].CC(OI1(OC(C)=O)(OC(C)=O)OC(=O)C2C=CC=CC1=2)=O.[O-]S([O-])(=S)=O.[Na+].[Na+].C(OCC)(=O)C, predict the reaction product. The product is: [I:18][C:8]1[C:7]([C:2](=[O:1])[C:3]([O:5][CH3:6])=[O:4])=[C:12]([CH3:13])[N:11]=[C:10]2[N:14]([CH3:17])[CH:15]=[CH:16][C:9]=12. (5) Given the reactants [O:1]=[C:2]1[C:7]2[CH:8]=[C:9]([S:11]([NH2:14])(=[O:13])=[O:12])[S:10][C:6]=2[S:5](=[O:16])(=[O:15])[N:4]([CH2:17][CH2:18][CH2:19][O:20][CH3:21])[CH2:3]1.B(Cl)([C@@H]1[C@@H](C)C2C(C)(C)C(C2)C1)[C@@H]1[C@@H](C)C2C(C)(C)C(C2)C1, predict the reaction product. The product is: [OH:1][CH:2]1[C:7]2[CH:8]=[C:9]([S:11]([NH2:14])(=[O:12])=[O:13])[S:10][C:6]=2[S:5](=[O:16])(=[O:15])[N:4]([CH2:17][CH2:18][CH2:19][O:20][CH3:21])[CH2:3]1. (6) The product is: [CH:1]1([CH2:4][O:5][C:9]2[CH:10]=[CH:11][C:12]3[CH2:13][N:14]([C:20]([O:22][C:23]([CH3:26])([CH3:25])[CH3:24])=[O:21])[CH2:15][CH2:16][O:17][C:18]=3[N:19]=2)[CH2:3][CH2:2]1. Given the reactants [CH:1]1([CH2:4][OH:5])[CH2:3][CH2:2]1.[H-].[Na+].Cl[C:9]1[CH:10]=[CH:11][C:12]2[CH2:13][N:14]([C:20]([O:22][C:23]([CH3:26])([CH3:25])[CH3:24])=[O:21])[CH2:15][CH2:16][O:17][C:18]=2[N:19]=1.O, predict the reaction product. (7) Given the reactants [CH3:1][S:2](Cl)(=[O:4])=[O:3].[CH3:6][O:7][CH2:8][CH:9]([OH:13])[CH2:10][O:11][CH3:12].C(N(CC)CC)C, predict the reaction product. The product is: [CH3:6][O:7][CH2:8][CH:9]([O:13][S:2]([CH3:1])(=[O:4])=[O:3])[CH2:10][O:11][CH3:12]. (8) Given the reactants [NH2:1][C:2]1[CH:7]=[CH:6][CH:5]=[CH:4][C:3]=1[C:8](=[C:22]1[CH2:27][CH2:26][N:25]([CH2:28][CH2:29][CH2:30][CH3:31])[CH2:24][CH2:23]1)[C:9]1[CH:21]=[CH:20][C:12]([C:13]([N:15]([CH2:18][CH3:19])[CH2:16][CH3:17])=[O:14])=[CH:11][CH:10]=1.BrC(=C1CCN(CC2C=NC=CC=2)CC1)C1C=CC([C:38]([N:40](CC)[CH2:41]C)=O)=CC=1.NC1C=CC=CC=1B(O)O.C([O-])([O-])=O.[Na+].[Na+], predict the reaction product. The product is: [NH2:1][C:2]1[CH:7]=[CH:6][CH:5]=[CH:4][C:3]=1[C:8](=[C:22]1[CH2:27][CH2:26][N:25]([CH2:28][C:29]2[CH:38]=[N:40][CH:41]=[CH:31][CH:30]=2)[CH2:24][CH2:23]1)[C:9]1[CH:21]=[CH:20][C:12]([C:13]([N:15]([CH2:18][CH3:19])[CH2:16][CH3:17])=[O:14])=[CH:11][CH:10]=1. (9) Given the reactants [CH2:1]([O:8][C:9]1[CH:10]=[CH:11][C:12]([OH:19])=[C:13]([CH:18]=1)[C:14]([O:16][CH3:17])=[O:15])[C:2]1[CH:7]=[CH:6][CH:5]=[CH:4][CH:3]=1.[C:20](=O)([O-])[O-].[Cs+].[Cs+].CI, predict the reaction product. The product is: [CH2:1]([O:8][C:9]1[CH:10]=[CH:11][C:12]([O:19][CH3:20])=[C:13]([CH:18]=1)[C:14]([O:16][CH3:17])=[O:15])[C:2]1[CH:3]=[CH:4][CH:5]=[CH:6][CH:7]=1. (10) Given the reactants [OH:1][C:2]1[CH:11]=[CH:10][C:5]([C:6]([O:8][CH3:9])=[O:7])=[CH:4][CH:3]=1.CC(C)([O-])C.[K+].[CH3:18][O:19][C:20]1[CH:27]=[CH:26][C:23]([CH2:24]Cl)=[CH:22][CH:21]=1, predict the reaction product. The product is: [CH3:9][O:8][C:6](=[O:7])[C:5]1[CH:4]=[CH:3][C:2]([O:1][CH2:24][C:23]2[CH:26]=[CH:27][C:20]([O:19][CH3:18])=[CH:21][CH:22]=2)=[CH:11][CH:10]=1.